Dataset: Forward reaction prediction with 1.9M reactions from USPTO patents (1976-2016). Task: Predict the product of the given reaction. (1) Given the reactants [C:1]([O:5][C:6](=[O:22])[CH2:7][CH2:8][N:9]1[CH2:14][CH2:13][O:12][CH:11]([C:15]2[CH:20]=[CH:19][C:18]([OH:21])=[CH:17][CH:16]=2)[CH2:10]1)([CH3:4])([CH3:3])[CH3:2].[Cl:23][C:24]1[CH:29]=[CH:28][CH:27]=[C:26]([Cl:30])[C:25]=1F.C([O-])([O-])=O.[K+].[K+], predict the reaction product. The product is: [C:1]([O:5][C:6](=[O:22])[CH2:7][CH2:8][N:9]1[CH2:14][CH2:13][O:12][CH:11]([C:15]2[CH:16]=[CH:17][C:18]([O:21][C:25]3[C:24]([Cl:23])=[CH:29][CH:28]=[CH:27][C:26]=3[Cl:30])=[CH:19][CH:20]=2)[CH2:10]1)([CH3:4])([CH3:2])[CH3:3]. (2) Given the reactants [CH:1]([C:5]1[C:24]([OH:25])=[CH:23][C:8]2[C:9]([C:19]([NH:21][CH3:22])=[O:20])=[C:10]([C:12]3[CH:17]=[CH:16][C:15]([F:18])=[CH:14][CH:13]=3)[O:11][C:7]=2[CH:6]=1)([CH2:3][CH3:4])[CH3:2].C(N(CC)CC)C.[F:33][C:34]([F:53])([F:52])[S:35](N(C1C=CC=CC=1)[S:35]([C:34]([F:53])([F:52])[F:33])(=[O:37])=[O:36])(=[O:37])=[O:36], predict the reaction product. The product is: [F:33][C:34]([F:53])([F:52])[S:35]([O:25][C:24]1[C:5]([CH:1]([CH2:3][CH3:4])[CH3:2])=[CH:6][C:7]2[O:11][C:10]([C:12]3[CH:13]=[CH:14][C:15]([F:18])=[CH:16][CH:17]=3)=[C:9]([C:19](=[O:20])[NH:21][CH3:22])[C:8]=2[CH:23]=1)(=[O:37])=[O:36]. (3) Given the reactants [OH:1][C:2]1[CH:7]=[CH:6][CH:5]=[CH:4][C:3]=1[N:8]1[CH2:13][CH2:12][N:11]([CH2:14][CH2:15][CH2:16][CH2:17][N:18]2[C:23](=[O:24])[N:22]([CH3:25])[C:21](=[O:26])[CH:20]=[N:19]2)[CH2:10][CH2:9]1.S(C1C=CC(C)=CC=1)(O[CH2:31][CH2:32][F:33])(=O)=O.C(=O)([O-])[O-].[Cs+].[Cs+].CO.ClCCl, predict the reaction product. The product is: [F:33][CH2:32][CH2:31][O:1][C:2]1[CH:7]=[CH:6][CH:5]=[CH:4][C:3]=1[N:8]1[CH2:13][CH2:12][N:11]([CH2:14][CH2:15][CH2:16][CH2:17][N:18]2[C:23](=[O:24])[N:22]([CH3:25])[C:21](=[O:26])[CH:20]=[N:19]2)[CH2:10][CH2:9]1. (4) Given the reactants [CH3:1][O:2][C:3]1[CH:31]=[CH:30][C:6]([C:7]([O:22][CH2:23][C:24]([CH2:28][OH:29])([CH3:27])[CH2:25][OH:26])([C:16]2[CH:21]=[CH:20][CH:19]=[CH:18][CH:17]=2)[C:8]2[CH:13]=[CH:12][C:11]([O:14][CH3:15])=[CH:10][CH:9]=2)=[CH:5][CH:4]=1.[H-].[Na+].[CH2:34](Br)[C:35]#[CH:36].C(Cl)Cl, predict the reaction product. The product is: [CH3:15][O:14][C:11]1[CH:12]=[CH:13][C:8]([C:7]([O:22][CH2:23][C:24]([CH2:28][O:29][CH2:36][C:35]#[CH:34])([CH3:27])[CH2:25][OH:26])([C:16]2[CH:21]=[CH:20][CH:19]=[CH:18][CH:17]=2)[C:6]2[CH:5]=[CH:4][C:3]([O:2][CH3:1])=[CH:31][CH:30]=2)=[CH:9][CH:10]=1. (5) Given the reactants Br[C:2]1[CH:9]=[C:8]([C:10]([F:13])([F:12])[F:11])[CH:7]=[C:6]([Cl:14])[C:3]=1[CH:4]=[O:5].CC1(C)C(C)(C)OB([C:23]2[CH:24]=[CH:25][C:26]([C:29]([NH:31][CH2:32][CH2:33][C:34]([O:36][CH2:37][CH3:38])=[O:35])=[O:30])=[N:27][CH:28]=2)O1.C([O-])([O-])=O.[K+].[K+], predict the reaction product. The product is: [Cl:14][C:6]1[C:3]([CH:4]=[O:5])=[C:2]([C:23]2[CH:24]=[CH:25][C:26]([C:29]([NH:31][CH2:32][CH2:33][C:34]([O:36][CH2:37][CH3:38])=[O:35])=[O:30])=[N:27][CH:28]=2)[CH:9]=[C:8]([C:10]([F:13])([F:12])[F:11])[CH:7]=1. (6) Given the reactants Cl[C:2]1[C:21]([C:22]2[N:26](C3CCCCO3)[N:25]=[CH:24][CH:23]=2)=[CH:20][C:5]([C:6]([NH:8][C:9]2[CH:14]=[CH:13][C:12]([O:15][C:16]([Cl:19])([F:18])[F:17])=[CH:11][CH:10]=2)=[O:7])=[CH:4][N:3]=1.Cl.[CH3:34][C:35]1([OH:40])[CH2:39][CH2:38][NH:37][CH2:36]1.CCN(C(C)C)C(C)C.Cl.C([O-])(O)=O.[Na+], predict the reaction product. The product is: [Cl:19][C:16]([F:18])([F:17])[O:15][C:12]1[CH:11]=[CH:10][C:9]([NH:8][C:6](=[O:7])[C:5]2[CH:20]=[C:21]([C:22]3[NH:26][N:25]=[CH:24][CH:23]=3)[C:2]([N:37]3[CH2:38][CH2:39][C:35]([OH:40])([CH3:34])[CH2:36]3)=[N:3][CH:4]=2)=[CH:14][CH:13]=1. (7) Given the reactants II.[CH3:3][O:4][C:5]([CH:7]([CH2:12][CH2:13][CH2:14][CH2:15][CH2:16][CH2:17][O:18]C(C1C=CC=CC=1)(C1C=CC=CC=1)C1C=CC=CC=1)[C:8]([O:10][CH3:11])=[O:9])=[O:6], predict the reaction product. The product is: [OH:18][CH2:17][CH2:16][CH2:15][CH2:14][CH2:13][CH2:12][CH:7]([C:5]([O:4][CH3:3])=[O:6])[C:8]([O:10][CH3:11])=[O:9]. (8) Given the reactants [Cl:1][C:2]1[CH:9]=[CH:8][C:5]([CH:6]=[O:7])=[C:4](F)[CH:3]=1.[CH3:11][O-:12].[Na+], predict the reaction product. The product is: [Cl:1][C:2]1[CH:9]=[CH:8][C:5]([CH:6]=[O:7])=[C:4]([O:12][CH3:11])[CH:3]=1.